From a dataset of Peptide-MHC class II binding affinity with 134,281 pairs from IEDB. Regression. Given a peptide amino acid sequence and an MHC pseudo amino acid sequence, predict their binding affinity value. This is MHC class II binding data. The peptide sequence is PADKYKTLEAAFTVS. The MHC is HLA-DQA10101-DQB10501 with pseudo-sequence HLA-DQA10101-DQB10501. The binding affinity (normalized) is 0.189.